Dataset: Catalyst prediction with 721,799 reactions and 888 catalyst types from USPTO. Task: Predict which catalyst facilitates the given reaction. (1) Reactant: [F:1][C:2]1[CH:7]=[CH:6][C:5]([C:8]2[C:13]([CH2:14][O:15][CH3:16])=[C:12]([CH:17]([CH3:19])[CH3:18])[N:11]=[C:10]([CH:20]([CH3:22])[CH3:21])[C:9]=2[CH:23]=[CH:24][C@@H:25]([OH:33])[CH2:26][C@@H:27]([OH:32])[CH2:28][C:29]([OH:31])=[O:30])=[CH:4][CH:3]=1.CC(C1C(COC)=C(C2C=CC(F)=CC=2)C(/C=C/[C@@H](O)C[C@@H](O)CC([O-])=O)=C(C(C)C)N=1)C.[Na+].CO.C(O)C. Product: [CH3:19][CH:17]([C:12]1[C:13]([CH2:14][O:15][CH3:16])=[C:8]([C:5]2[CH:6]=[CH:7][C:2]([F:1])=[CH:3][CH:4]=2)[C:9](/[CH:23]=[CH:24]/[C@@H:25]([OH:33])[CH2:26][C@@H:27]([OH:32])[CH2:28][C:29]([OH:31])=[O:30])=[C:10]([CH:20]([CH3:21])[CH3:22])[N:11]=1)[CH3:18]. The catalyst class is: 283. (2) Product: [C:1]([C:5]1[CH:6]=[CH:7][C:8]([C:9]([NH:59][C:55]2[CH:56]=[CH:57][CH:58]=[C:53]([C:51]3[CH:50]=[CH:49][N:48]=[C:47]([O:46][CH3:45])[CH:52]=3)[C:54]=2[CH3:60])=[O:11])=[CH:12][CH:13]=1)([CH3:2])([CH3:3])[CH3:4]. The catalyst class is: 2. Reactant: [C:1]([C:5]1[CH:13]=[CH:12][C:8]([C:9]([OH:11])=O)=[CH:7][CH:6]=1)([CH3:4])([CH3:3])[CH3:2].C(N(CC)CC)C.CN(C(ON1N=NC2C=CC=NC1=2)=[N+](C)C)C.F[P-](F)(F)(F)(F)F.[CH3:45][O:46][C:47]1[CH:52]=[C:51]([C:53]2[C:54]([CH3:60])=[C:55]([NH2:59])[CH:56]=[CH:57][CH:58]=2)[CH:50]=[CH:49][N:48]=1.C([O-])(O)=O.[Na+]. (3) The catalyst class is: 19. Reactant: [CH3:1][O:2][C:3](=[O:41])[CH:4]=[CH:5][CH:6]([NH:26][C:27](=[O:40])[CH2:28][CH2:29][CH2:30][CH2:31][CH2:32][CH2:33][C:34]1[CH:39]=[CH:38][CH:37]=[CH:36][CH:35]=1)[CH2:7][C:8]1[C:16]2[C:11](=[CH:12][CH:13]=[CH:14][CH:15]=2)[N:10]([CH2:17][CH:18]=[CH:19][C:20]2[CH:25]=[CH:24][CH:23]=[CH:22][CH:21]=2)[CH:9]=1. Product: [CH3:1][O:2][C:3](=[O:41])[CH2:4][CH2:5][C@H:6]([NH:26][C:27](=[O:40])[CH2:28][CH2:29][CH2:30][CH2:31][CH2:32][CH2:33][C:34]1[CH:35]=[CH:36][CH:37]=[CH:38][CH:39]=1)[CH2:7][C:8]1[C:16]2[C:11](=[CH:12][CH:13]=[CH:14][CH:15]=2)[N:10]([CH2:17][CH2:18][CH2:19][C:20]2[CH:21]=[CH:22][CH:23]=[CH:24][CH:25]=2)[CH:9]=1.